The task is: Predict which catalyst facilitates the given reaction.. This data is from Catalyst prediction with 721,799 reactions and 888 catalyst types from USPTO. (1) Reactant: [N:1]1([C:7]2[CH:16]=[CH:15][CH:14]=[C:13]3[C:8]=2[CH:9]=[CH:10][C:11]([C:17]([F:20])([F:19])[F:18])=[N:12]3)[CH2:6][CH2:5][NH:4][CH2:3][CH2:2]1.[Br:21][C:22]1[C:23]([OH:32])=[C:24]([CH2:29][CH:30]=O)[C:25]([F:28])=[CH:26][CH:27]=1.[O-]S([O-])(=O)=O.[Na+].[Na+].C(O[BH-](OC(=O)C)OC(=O)C)(=O)C.[Na+].[NH4+].[Cl-]. Product: [Br:21][C:22]1[C:23]([OH:32])=[C:24]([CH2:29][CH2:30][N:4]2[CH2:5][CH2:6][N:1]([C:7]3[CH:16]=[CH:15][CH:14]=[C:13]4[C:8]=3[CH:9]=[CH:10][C:11]([C:17]([F:20])([F:18])[F:19])=[N:12]4)[CH2:2][CH2:3]2)[C:25]([F:28])=[CH:26][CH:27]=1. The catalyst class is: 2. (2) Reactant: [NH2:1][CH2:2][C:3]1([NH2:8])[CH2:7][CH2:6][CH2:5][CH2:4]1.Br[C:10]#[N:11]. Product: [NH:8]1[C:3]2([CH2:7][CH2:6][CH2:5][CH2:4]2)[CH2:2][N:1]=[C:10]1[NH2:11]. The catalyst class is: 6. (3) Reactant: [Cl:1][C:2]1[CH:3]=[C:4]([C:8]2[CH:26]=[C:11]3[N:12]=[C:13]([CH3:25])[C:14]([C@H:19]([OH:24])[C:20]([O:22][CH3:23])=[O:21])=[C:15]([CH:16]([CH3:18])[CH3:17])[N:10]3[N:9]=2)[CH:5]=[CH:6][CH:7]=1.C(O[C:31]([CH3:34])([CH3:33])[CH3:32])(=O)C.Cl(O)(=O)(=O)=O.CCOCC. Product: [C:31]([O:24][C@@H:19]([C:14]1[C:13]([CH3:25])=[N:12][C:11]2[N:10]([N:9]=[C:8]([C:4]3[CH:5]=[CH:6][CH:7]=[C:2]([Cl:1])[CH:3]=3)[CH:26]=2)[C:15]=1[CH:16]([CH3:18])[CH3:17])[C:20]([O:22][CH3:23])=[O:21])([CH3:34])([CH3:33])[CH3:32]. The catalyst class is: 2.